This data is from Reaction yield outcomes from USPTO patents with 853,638 reactions. The task is: Predict the reaction yield, written as a fraction of the theoretical maximum amount of product (1.0 means a 100% yield; for example, 0.34 means a 34% yield). (1) The reactants are C([NH:9][C:10]([NH:12][C:13]1[C:18]([O:19][C:20]2[CH:25]=[CH:24][C:23]([F:26])=[CH:22][C:21]=2[Br:27])=[CH:17][C:16]([S:28][C:29]2[CH:34]=[CH:33][CH:32]=[C:31]([O:35][CH3:36])[CH:30]=2)=[CH:15][N:14]=1)=[S:11])(=O)C1C=CC=CC=1.CCO.[OH-].[Na+]. The catalyst is O. The product is [Br:27][C:21]1[CH:22]=[C:23]([F:26])[CH:24]=[CH:25][C:20]=1[O:19][C:18]1[C:13]([NH:12][C:10]([NH2:9])=[S:11])=[N:14][CH:15]=[C:16]([S:28][C:29]2[CH:34]=[CH:33][CH:32]=[C:31]([O:35][CH3:36])[CH:30]=2)[CH:17]=1. The yield is 0.768. (2) The reactants are [H-].[Na+].[C:3]1([CH2:9][CH2:10][CH:11]([C:17]([O:19][CH2:20][CH3:21])=[O:18])[C:12]([O:14][CH2:15][CH3:16])=[O:13])[CH:8]=[CH:7][CH:6]=[CH:5][CH:4]=1.Br[CH2:23][C:24]([C:26]1[CH:31]=[CH:30][C:29]([Br:32])=[CH:28][CH:27]=1)=[O:25].Cl. The catalyst is O1CCCC1. The product is [Br:32][C:29]1[CH:30]=[CH:31][C:26]([C:24](=[O:25])[CH2:23][C:11]([CH2:10][CH2:9][C:3]2[CH:4]=[CH:5][CH:6]=[CH:7][CH:8]=2)([C:17]([O:19][CH2:20][CH3:21])=[O:18])[C:12]([O:14][CH2:15][CH3:16])=[O:13])=[CH:27][CH:28]=1. The yield is 0.610.